From a dataset of Peptide-MHC class I binding affinity with 185,985 pairs from IEDB/IMGT. Regression. Given a peptide amino acid sequence and an MHC pseudo amino acid sequence, predict their binding affinity value. This is MHC class I binding data. (1) The peptide sequence is SPIIDKKGKV. The MHC is HLA-B51:01 with pseudo-sequence HLA-B51:01. The binding affinity (normalized) is 0. (2) The peptide sequence is ASKSASVYY. The MHC is HLA-A29:02 with pseudo-sequence HLA-A29:02. The binding affinity (normalized) is 0.446.